Dataset: Full USPTO retrosynthesis dataset with 1.9M reactions from patents (1976-2016). Task: Predict the reactants needed to synthesize the given product. (1) The reactants are: Cl[C:2]1[N:7]=[C:6]([O:8][CH3:9])[CH:5]=[CH:4][N:3]=1.[CH2:10]([O:12][C:13]([N:15]1[CH2:20][CH2:19][CH:18]([NH2:21])[CH2:17][CH2:16]1)=[O:14])[CH3:11]. Given the product [CH2:10]([O:12][C:13]([N:15]1[CH2:16][CH2:17][CH:18]([NH:21][C:2]2[N:7]=[C:6]([O:8][CH3:9])[CH:5]=[CH:4][N:3]=2)[CH2:19][CH2:20]1)=[O:14])[CH3:11], predict the reactants needed to synthesize it. (2) Given the product [CH3:17][O:16][C:15]1[C:10]2[N:11]([C:7]([C:1]3[CH:6]=[CH:5][CH:4]=[CH:3][CH:2]=3)=[C:8]([C:19]3[CH:24]=[CH:23][C:22]([C:25]4([NH:29][C:30](=[O:36])[O:31][C:32]([CH3:33])([CH3:34])[CH3:35])[CH2:26][CH2:27][CH2:28]4)=[CH:21][CH:20]=3)[N:9]=2)[N:12]=[C:13]([CH:46]=[CH2:47])[CH:14]=1, predict the reactants needed to synthesize it. The reactants are: [C:1]1([C:7]2[N:11]3[N:12]=[C:13](Br)[CH:14]=[C:15]([O:16][CH3:17])[C:10]3=[N:9][C:8]=2[C:19]2[CH:24]=[CH:23][C:22]([C:25]3([NH:29][C:30](=[O:36])[O:31][C:32]([CH3:35])([CH3:34])[CH3:33])[CH2:28][CH2:27][CH2:26]3)=[CH:21][CH:20]=2)[CH:6]=[CH:5][CH:4]=[CH:3][CH:2]=1.C([O-])([O-])=O.[K+].[K+].O.CO[CH2:46][CH2:47]OC. (3) Given the product [CH3:1][O:2][C:3](=[O:25])[C:4]1[CH:9]=[CH:8][CH:7]=[C:6]([S:10][C:11]2[C:19]3[C:14](=[CH:15][C:16]([S:20]([CH3:23])(=[O:22])=[O:21])=[CH:17][CH:18]=3)[N:13]([C:27]3[CH:28]=[N:29][N:30]([CH2:32][CH3:33])[CH:31]=3)[C:12]=2[CH3:24])[CH:5]=1, predict the reactants needed to synthesize it. The reactants are: [CH3:1][O:2][C:3](=[O:25])[C:4]1[CH:9]=[CH:8][CH:7]=[C:6]([S:10][C:11]2[C:19]3[C:14](=[CH:15][C:16]([S:20]([CH3:23])(=[O:22])=[O:21])=[CH:17][CH:18]=3)[NH:13][C:12]=2[CH3:24])[CH:5]=1.Br[C:27]1[CH:28]=[N:29][N:30]([CH2:32][CH3:33])[CH:31]=1. (4) Given the product [O:1]=[C:2]1[C:6]2[C:5](=[CH:10][CH:9]=[CH:8][CH:7]=2)[C:4](=[O:11])[N:3]1[CH2:12][CH2:13][N:14]1[C:23]2[C:18](=[N:19][CH:20]=[C:21]([CH2:24][C:25]3[CH:26]=[CH:27][C:28]([F:31])=[CH:29][CH:30]=3)[CH:22]=2)[C:17]([OH:32])=[C:16]([C:33]([NH:39][CH2:40][CH2:41][CH2:42][N:43]2[CH2:47][CH2:46][CH2:45][C:44]2=[O:48])=[O:34])[C:15]1=[O:38], predict the reactants needed to synthesize it. The reactants are: [O:1]=[C:2]1[C:10]2[C:5](=[CH:6][CH:7]=[CH:8][CH:9]=2)[C:4](=[O:11])[N:3]1[CH2:12][CH2:13][N:14]1[C:23]2[C:18](=[N:19][CH:20]=[C:21]([CH2:24][C:25]3[CH:30]=[CH:29][C:28]([F:31])=[CH:27][CH:26]=3)[CH:22]=2)[C:17]([OH:32])=[C:16]([C:33](OCC)=[O:34])[C:15]1=[O:38].[NH2:39][CH2:40][CH2:41][CH2:42][N:43]1[CH2:47][CH2:46][CH2:45][C:44]1=[O:48].OS([O-])(=O)=O.[Na+]. (5) Given the product [Cl:20][C:14]1[CH:15]=[C:16]([N:19]=[CH:10][C:7]2[CH:6]=[CH:5][N:4]=[C:3]([CH2:1][CH3:2])[C:8]=2[OH:9])[CH:17]=[CH:18][C:13]=1[F:12], predict the reactants needed to synthesize it. The reactants are: [CH2:1]([C:3]1[C:8]([OH:9])=[C:7]([CH:10]=O)[CH:6]=[CH:5][N:4]=1)[CH3:2].[F:12][C:13]1[CH:18]=[CH:17][C:16]([NH2:19])=[CH:15][C:14]=1[Cl:20].